The task is: Predict the product of the given reaction.. This data is from Forward reaction prediction with 1.9M reactions from USPTO patents (1976-2016). (1) Given the reactants [NH:1]1[C:5](=[O:6])[CH2:4][CH:3]2[CH2:7][C:8]3[C:13]([CH:2]12)=[CH:12][CH:11]=[CH:10][CH:9]=3.[H-].[Na+].Cl[C:17]1[CH:22]=[CH:21][C:20]([C:23]#[N:24])=[CH:19][N:18]=1, predict the reaction product. The product is: [O:6]=[C:5]1[N:1]([C:17]2[N:18]=[CH:19][C:20]([C:23]#[N:24])=[CH:21][CH:22]=2)[CH:2]2[C:13]3[C:8]([CH2:7][CH:3]2[CH2:4]1)=[CH:9][CH:10]=[CH:11][CH:12]=3. (2) Given the reactants [Cl:1][C:2]1[CH:3]=[C:4]([C:9]2[CH:14]=[CH:13][C:12]([F:15])=[C:11]([C@:16]3([CH3:28])[C:22]([F:24])([F:23])[C:21]([CH3:26])([CH3:25])[O:20][CH2:19][C:18](=O)[NH:17]3)[CH:10]=2)[CH:5]=[C:6]([Cl:8])[CH:7]=1.COC1C=CC(P2(SP(C3C=CC(OC)=CC=3)(=S)S2)=[S:38])=CC=1, predict the reaction product. The product is: [Cl:1][C:2]1[CH:3]=[C:4]([C:9]2[CH:14]=[CH:13][C:12]([F:15])=[C:11]([C@:16]3([CH3:28])[C:22]([F:24])([F:23])[C:21]([CH3:26])([CH3:25])[O:20][CH2:19][C:18](=[S:38])[NH:17]3)[CH:10]=2)[CH:5]=[C:6]([Cl:8])[CH:7]=1. (3) Given the reactants C(OC([N:11]1[CH2:15][CH2:14][CH2:13][C@H:12]1[C:16]1[N:17]=[C:18]([C:21]2[CH:26]=[CH:25][C:24]([CH:27]3[CH2:32][CH2:31][CH:30]([C:33]4[N:34]=[C:35]([C@@H:38]5[CH2:42][CH2:41][CH2:40][N:39]5C(OCC5C=CC=CC=5)=O)[NH:36][CH:37]=4)[CH2:29][CH2:28]3)=[CH:23][CH:22]=2)[NH:19][CH:20]=1)=O)C1C=CC=CC=1.C(Cl)(=O)C.[Cl-].[Al+3].[Cl-].[Cl-].Cl, predict the reaction product. The product is: [NH:39]1[CH2:40][CH2:41][CH2:42][C@H:38]1[C:35]1[NH:36][CH:37]=[C:33]([CH:30]2[CH2:31][CH2:32][CH:27]([C:24]3[CH:25]=[CH:26][C:21]([C:18]4[NH:19][CH:20]=[C:16]([C@@H:12]5[CH2:13][CH2:14][CH2:15][NH:11]5)[N:17]=4)=[CH:22][CH:23]=3)[CH2:28][CH2:29]2)[N:34]=1. (4) The product is: [CH3:1][O:8][CH:9]1[CH2:14][CH2:13][CH:12](/[CH:15]=[C:16]2/[C:20](=[O:21])[CH:19]([C:22]3[C:27]([CH3:28])=[CH:26][C:25]([CH3:29])=[CH:24][C:23]=3[CH3:30])[C:18](=[O:31])[CH2:17]/2)[CH2:11][CH2:10]1. Given the reactants [CH2:1]([O:8][CH:9]1[CH2:14][CH2:13][CH:12]([CH:15](O)[CH:16]2[C:20](=[O:21])[C:19]([C:22]3[C:27]([CH3:28])=[CH:26][C:25]([CH3:29])=[CH:24][C:23]=3[CH3:30])=[C:18]([O:31]C)[CH2:17]2)[CH2:11][CH2:10]1)C1C=CC=CC=1.Cl, predict the reaction product. (5) Given the reactants Br[C:2]1[C:3]([N:38]2[CH2:43][CH2:42][O:41][CH2:40][CH2:39]2)=[N:4][C:5]2[N:6]([N:25]=[CH:26][C:27]=2[C:28]2[CH:29]=[N:30][C:31]3[C:36]([CH:37]=2)=[CH:35][CH:34]=[CH:33][CH:32]=3)[C:7]=1[N:8](COCC[Si](C)(C)C)COCC[Si](C)(C)C.C([Sn](CCCC)(CCCC)[C:49]([O:51]CC)=[CH2:50])CCC, predict the reaction product. The product is: [NH2:8][C:7]1[N:6]2[N:25]=[CH:26][C:27]([C:28]3[CH:29]=[N:30][C:31]4[C:36]([CH:37]=3)=[CH:35][CH:34]=[CH:33][CH:32]=4)=[C:5]2[N:4]=[C:3]([N:38]2[CH2:39][CH2:40][O:41][CH2:42][CH2:43]2)[C:2]=1[C:49](=[O:51])[CH3:50].